Task: Regression. Given two drug SMILES strings and cell line genomic features, predict the synergy score measuring deviation from expected non-interaction effect.. Dataset: NCI-60 drug combinations with 297,098 pairs across 59 cell lines (1) Drug 1: C1CN1P(=S)(N2CC2)N3CC3. Drug 2: COCCOC1=C(C=C2C(=C1)C(=NC=N2)NC3=CC=CC(=C3)C#C)OCCOC.Cl. Cell line: SN12C. Synergy scores: CSS=36.3, Synergy_ZIP=-5.48, Synergy_Bliss=0.151, Synergy_Loewe=2.13, Synergy_HSA=4.57. (2) Drug 1: CC1=CC=C(C=C1)C2=CC(=NN2C3=CC=C(C=C3)S(=O)(=O)N)C(F)(F)F. Drug 2: CC=C1C(=O)NC(C(=O)OC2CC(=O)NC(C(=O)NC(CSSCCC=C2)C(=O)N1)C(C)C)C(C)C. Cell line: A498. Synergy scores: CSS=21.1, Synergy_ZIP=-1.51, Synergy_Bliss=0.912, Synergy_Loewe=-29.7, Synergy_HSA=-0.439. (3) Drug 1: C1=CC(=CC=C1CCC2=CNC3=C2C(=O)NC(=N3)N)C(=O)NC(CCC(=O)O)C(=O)O. Drug 2: CC1C(C(CC(O1)OC2CC(CC3=C2C(=C4C(=C3O)C(=O)C5=CC=CC=C5C4=O)O)(C(=O)C)O)N)O. Cell line: MALME-3M. Synergy scores: CSS=48.5, Synergy_ZIP=-4.53, Synergy_Bliss=-2.69, Synergy_Loewe=-8.98, Synergy_HSA=1.11.